From a dataset of Forward reaction prediction with 1.9M reactions from USPTO patents (1976-2016). Predict the product of the given reaction. (1) Given the reactants [Cl:1][C:2]1[CH:3]=[C:4]([CH:8]=[CH:9][C:10]=1[O:11][CH:12]([CH3:14])[CH3:13])[C:5]([OH:7])=O.CCN=C=NCCCN(C)C.C1C=CC2N(O)N=NC=2C=1.O[NH:37][C:38](=[NH:55])[C:39]1[CH:47]=[CH:46][CH:45]=[C:44]2[C:40]=1[CH:41]=[CH:42][N:43]2[CH2:48][CH2:49][C:50]([O:52]CC)=[O:51], predict the reaction product. The product is: [Cl:1][C:2]1[CH:3]=[C:4]([C:5]2[O:7][N:55]=[C:38]([C:39]3[CH:47]=[CH:46][CH:45]=[C:44]4[C:40]=3[CH:41]=[CH:42][N:43]4[CH2:48][CH2:49][C:50]([OH:52])=[O:51])[N:37]=2)[CH:8]=[CH:9][C:10]=1[O:11][CH:12]([CH3:14])[CH3:13]. (2) Given the reactants [C:1]([C:3]1[CH:11]=[C:10]2[C:6]([CH:7]=[C:8]([C:12]([OH:14])=[O:13])[NH:9]2)=[CH:5][CH:4]=1)#[N:2].[NH2:15][OH:16], predict the reaction product. The product is: [NH2:2][C:1](=[N:15][OH:16])[C:3]1[CH:11]=[C:10]2[C:6]([CH:7]=[C:8]([C:12]([OH:14])=[O:13])[NH:9]2)=[CH:5][CH:4]=1. (3) Given the reactants N[C:2]1[N:6]([C:7]2[C:12]([Cl:13])=[CH:11][C:10]([C:14]([F:17])([F:16])[F:15])=[CH:9][C:8]=2[Cl:18])[N:5]=[C:4]([C:19]2([CH3:24])[CH2:21][C:20]2([Cl:23])[Cl:22])[C:3]=1[C:25]#[N:26].N([O-])=O.[Na+].[ClH:31], predict the reaction product. The product is: [Cl:31][C:2]1[N:6]([C:7]2[C:8]([Cl:18])=[CH:9][C:10]([C:14]([F:16])([F:17])[F:15])=[CH:11][C:12]=2[Cl:13])[N:5]=[C:4]([C:19]2([CH3:24])[CH2:21][C:20]2([Cl:22])[Cl:23])[C:3]=1[C:25]#[N:26]. (4) Given the reactants [Cl:1][C:2]1[CH:18]=[CH:17][C:5]2[CH2:6][CH2:7][N:8]([C:11](=[O:16])[C:12]([F:15])([F:14])[F:13])[CH2:9][CH2:10][C:4]=2[C:3]=1OS(C(F)(F)F)(=O)=O.[CH3:27][C:28]([CH3:42])([CH3:41])[CH2:29][C:30]([C:32]1[CH:39]=[CH:38][C:35]([CH2:36][NH2:37])=[C:34]([F:40])[CH:33]=1)=[O:31].C1C=CC(P(C2C(C3C(P(C4C=CC=CC=4)C4C=CC=CC=4)=CC=C4C=3C=CC=C4)=C3C(C=CC=C3)=CC=2)C2C=CC=CC=2)=CC=1.C(=O)([O-])[O-].[Cs+].[Cs+], predict the reaction product. The product is: [Cl:1][C:2]1[CH:18]=[CH:17][C:5]2[CH2:6][CH2:7][N:8]([C:11](=[O:16])[C:12]([F:13])([F:15])[F:14])[CH2:9][CH2:10][C:4]=2[C:3]=1[NH:37][CH2:36][C:35]1[CH:38]=[CH:39][C:32]([C:30](=[O:31])[CH2:29][C:28]([CH3:42])([CH3:41])[CH3:27])=[CH:33][C:34]=1[F:40]. (5) Given the reactants [OH:1][CH:2]([CH2:6][CH2:7][S:8][CH3:9])[C:3]([OH:5])=[O:4].C.[CH2:11](O)[CH2:12][CH2:13][CH2:14][CH2:15][CH2:16][CH2:17][CH2:18][CH2:19][CH3:20].S([O-])(O)(=O)=O.[Na+], predict the reaction product. The product is: [OH:1][CH:2]([CH2:6][CH2:7][S:8][CH3:9])[C:3]([O:5][CH2:11][CH2:12][CH2:13][CH2:14][CH2:15][CH2:16][CH2:17][CH2:18][CH2:19][CH3:20])=[O:4]. (6) Given the reactants [N:1]12[CH2:8][CH2:7][CH:4]([CH2:5][CH2:6]1)[C@@H:3]([O:9][C:10](=[O:29])[N:11]([C:22]1[CH:27]=[CH:26][CH:25]=[C:24]([F:28])[CH:23]=1)[CH2:12][C:13]1[CH:18]=[C:17]([F:19])[C:16]([F:20])=[C:15]([F:21])[CH:14]=1)[CH2:2]2.[Cl:30][CH2:31][C:32]([C:34]1[S:35][CH:36]=[CH:37][CH:38]=1)=[O:33], predict the reaction product. The product is: [Cl-:30].[F:28][C:24]1[CH:23]=[C:22]([N:11]([CH2:12][C:13]2[CH:18]=[C:17]([F:19])[C:16]([F:20])=[C:15]([F:21])[CH:14]=2)[C:10]([O:9][C@@H:3]2[CH:4]3[CH2:5][CH2:6][N+:1]([CH2:31][C:32](=[O:33])[C:34]4[S:35][CH:36]=[CH:37][CH:38]=4)([CH2:8][CH2:7]3)[CH2:2]2)=[O:29])[CH:27]=[CH:26][CH:25]=1. (7) Given the reactants [C:1]([O:4][C@H:5]1[C@H:10]([O:11][C:12](=[O:14])[CH3:13])[CH2:9][C@H:8]([C:15]2[CH:20]=[CH:19][N:18]=[CH:17][C:16]=2[N+:21]([O-])=O)[O:7][C@@H:6]1[CH:24]1[CH2:26][CH2:25]1)(=[O:3])[CH3:2], predict the reaction product. The product is: [C:1]([O:4][C@@H:5]1[C@@H:10]([O:11][C:12](=[O:14])[CH3:13])[CH2:9][C@@H:8]([C:15]2[CH:20]=[CH:19][N:18]=[CH:17][C:16]=2[NH2:21])[O:7][C@H:6]1[CH:24]1[CH2:26][CH2:25]1)(=[O:3])[CH3:2]. (8) Given the reactants [F:1][C:2]1[CH:3]=[C:4]([CH2:9][CH2:10][C:11]([N:13]2[C@H:17]([CH2:18][C:19]3[CH:24]=[CH:23][CH:22]=[CH:21][CH:20]=3)[CH2:16][O:15][C:14]2=[O:25])=[O:12])[CH:5]=[CH:6][C:7]=1[F:8].CCN(C(C)C)C(C)C.CO[CH2:37][NH:38][C:39](=[O:48])[O:40][CH2:41][C:42]1[CH:47]=[CH:46][CH:45]=[CH:44][CH:43]=1, predict the reaction product. The product is: [F:1][C:2]1[CH:3]=[C:4]([CH2:9][C@H:10]([C:11](=[O:12])[N:13]2[C@H:17]([CH2:18][C:19]3[CH:20]=[CH:21][CH:22]=[CH:23][CH:24]=3)[CH2:16][O:15][C:14]2=[O:25])[CH2:37][NH:38][C:39](=[O:48])[O:40][CH2:41][C:42]2[CH:47]=[CH:46][CH:45]=[CH:44][CH:43]=2)[CH:5]=[CH:6][C:7]=1[F:8]. (9) Given the reactants C(O[C:6]([N:8]1[CH2:13][CH2:12][CH:11]([N:14]2[C:18]3[CH:19]=[C:20]([F:27])[C:21]([C:23]([O:25][CH3:26])=[O:24])=[CH:22][C:17]=3[NH:16][C:15]2=[O:28])[CH2:10][CH2:9]1)=O)(C)(C)C.C(N(CC)CC)C.[CH:36]1[C:41]([C:42](CBr)=[O:43])=[CH:40][CH:39]=[C:38]([Cl:46])[CH:37]=1, predict the reaction product. The product is: [Cl-:46].[Cl:46][C:38]1[CH:39]=[CH:40][C:41]([C:42](=[O:43])[CH2:6][NH+:8]2[CH2:13][CH2:12][CH:11]([N:14]3[C:18]4[CH:19]=[C:20]([F:27])[C:21]([C:23]([O:25][CH3:26])=[O:24])=[CH:22][C:17]=4[NH:16][C:15]3=[O:28])[CH2:10][CH2:9]2)=[CH:36][CH:37]=1. (10) Given the reactants [NH2:1][C:2]1[CH:3]=[C:4]([CH:37]=[CH:38][C:39]=1[O:40]CC1C=CC=CC=1)[O:5][CH2:6][C@@H:7]([OH:36])[CH2:8][N:9]([CH2:17][CH2:18][CH:19]([C:28]1[CH:33]=[CH:32][C:31]([O:34][CH3:35])=[CH:30][CH:29]=1)[C:20]1[CH:25]=[CH:24][C:23]([O:26][CH3:27])=[CH:22][CH:21]=1)CC1C=CC=CC=1.N1C=CC=CC=1.[CH3:54][S:55](Cl)(=[O:57])=[O:56], predict the reaction product. The product is: [OH:40][C:39]1[CH:38]=[CH:37][C:4]([O:5][CH2:6][C@@H:7]([OH:36])[CH2:8][NH:9][CH2:17][CH2:18][CH:19]([C:28]2[CH:33]=[CH:32][C:31]([O:34][CH3:35])=[CH:30][CH:29]=2)[C:20]2[CH:25]=[CH:24][C:23]([O:26][CH3:27])=[CH:22][CH:21]=2)=[CH:3][C:2]=1[NH:1][S:55]([CH3:54])(=[O:57])=[O:56].